Dataset: Retrosynthesis with 50K atom-mapped reactions and 10 reaction types from USPTO. Task: Predict the reactants needed to synthesize the given product. (1) Given the product OCc1cc(Br)ccn1, predict the reactants needed to synthesize it. The reactants are: O=C(O)c1cc(Br)ccn1. (2) The reactants are: N#Cc1cncc(O)c1.O=Cc1ccc(F)cc1. Given the product N#Cc1cncc(Oc2ccc(C=O)cc2)c1, predict the reactants needed to synthesize it. (3) Given the product COc1cc(OC2CCN(C)CC2)ccc1N, predict the reactants needed to synthesize it. The reactants are: COc1cc(OC2CCN(C)CC2)ccc1[N+](=O)[O-]. (4) Given the product CS(=O)(=O)OCCc1ccc2oc(=O)[nH]c2c1, predict the reactants needed to synthesize it. The reactants are: CS(=O)(=O)Cl.O=c1[nH]c2cc(CCO)ccc2o1. (5) Given the product COc1ccc2c(c1)C=C(c1ccc(OC)cc1[N+](=O)[O-])CC2, predict the reactants needed to synthesize it. The reactants are: CCCC[Sn](CCCC)(CCCC)c1ccc(OC)cc1[N+](=O)[O-].COc1ccc2c(c1)CC(=O)CC2. (6) Given the product COc1cc(C2NC(=O)c3ccccc3N2)ccc1OCCCCCOc1cc(-c2cc(-c3cc(OC)c(OC)c(OC)c3)on2)ccc1OC, predict the reactants needed to synthesize it. The reactants are: COc1cc(C2NC(=O)c3ccccc3N2)ccc1OCCCCCBr.COc1ccc(-c2cc(-c3cc(OC)c(OC)c(OC)c3)on2)cc1O. (7) Given the product O=S(=O)(Nc1ccccc1OCC1CCN(c2nc3ccc(F)cc3s2)C1)c1ccccn1, predict the reactants needed to synthesize it. The reactants are: Fc1ccc2nc(Cl)sc2c1.O=S(=O)(Nc1ccccc1OCC1CCNC1)c1ccccn1. (8) Given the product Cc1ccc2cc(CN3CCN(c4ccccn4)CC3)ccc2c1, predict the reactants needed to synthesize it. The reactants are: Cc1ccc2cc(CCl)ccc2c1.c1ccc(N2CCNCC2)nc1.